Task: Predict the product of the given reaction.. Dataset: Forward reaction prediction with 1.9M reactions from USPTO patents (1976-2016) (1) Given the reactants C[O:2][C:3]([CH2:5][O:6][C:7]1[CH:8]=[C:9]([CH:13]=[CH:14][C:15]([C:17]2[C:18](=[O:25])[NH:19][C:20]([CH3:24])=[CH:21][C:22]=2[CH3:23])=[O:16])[CH:10]=[CH:11][CH:12]=1)=[O:4].[OH-].[Na+].Cl, predict the reaction product. The product is: [C:3]([CH2:5][O:6][C:7]1[CH:8]=[C:9]([CH:13]=[CH:14][C:15]([C:17]2[C:18](=[O:25])[NH:19][C:20]([CH3:24])=[CH:21][C:22]=2[CH3:23])=[O:16])[CH:10]=[CH:11][CH:12]=1)([OH:4])=[O:2]. (2) The product is: [Cl:1][C:2]1[CH:3]=[C:4]([C:9]2([C:24]([F:26])([F:27])[F:25])[CH2:13][C:12]([C:14]3[CH:15]=[C:16]4[C:20](=[CH:21][CH:22]=3)[CH:19]([NH:23][C:31]([NH:30][CH2:28][CH3:29])=[O:32])[CH2:18][CH2:17]4)=[N:11][CH2:10]2)[CH:5]=[C:6]([Cl:8])[CH:7]=1. Given the reactants [Cl:1][C:2]1[CH:3]=[C:4]([C:9]2([C:24]([F:27])([F:26])[F:25])[CH2:13][C:12]([C:14]3[CH:15]=[C:16]4[C:20](=[CH:21][CH:22]=3)[CH:19]([NH2:23])[CH2:18][CH2:17]4)=[N:11][CH2:10]2)[CH:5]=[C:6]([Cl:8])[CH:7]=1.[CH2:28]([N:30]=[C:31]=[O:32])[CH3:29], predict the reaction product. (3) The product is: [CH3:1][N:2]1[C:6]([C:7]2[CH:19]=[N:18][C:17]3[C:16]4[C:11](=[C:12]([C:21]([O:23][CH3:24])=[O:22])[CH:13]=[CH:14][C:15]=4[F:20])[N:10]([C@H:32]([C:26]4[CH:31]=[CH:30][CH:29]=[CH:28][CH:27]=4)[CH:34]4[CH2:35][CH2:36][O:37][CH2:38][CH2:39]4)[C:9]=3[CH:8]=2)=[C:5]([CH3:25])[N:4]=[N:3]1. Given the reactants [CH3:1][N:2]1[C:6]([C:7]2[CH:19]=[N:18][C:17]3[C:16]4[C:11](=[C:12]([C:21]([O:23][CH3:24])=[O:22])[CH:13]=[CH:14][C:15]=4[F:20])[NH:10][C:9]=3[CH:8]=2)=[C:5]([CH3:25])[N:4]=[N:3]1.[C:26]1([C@@H:32]([CH:34]2[CH2:39][CH2:38][O:37][CH2:36][CH2:35]2)O)[CH:31]=[CH:30][CH:29]=[CH:28][CH:27]=1.C1(P(C2C=CC=CC=2)C2C=CC=CC=2)C=CC=CC=1.CC(OC(/N=N/C(OC(C)C)=O)=O)C, predict the reaction product. (4) Given the reactants Cl[C:2]1[CH:7]=[C:6]([Cl:8])[N:5]=[CH:4][N:3]=1.[CH2:9]([N:16]1[CH2:21][CH2:20][NH:19][CH2:18][CH2:17]1)[C:10]1[CH:15]=[CH:14][CH:13]=[CH:12][CH:11]=1.C(N(CC)CC)C, predict the reaction product. The product is: [CH2:9]([N:16]1[CH2:21][CH2:20][N:19]([C:2]2[CH:7]=[C:6]([Cl:8])[N:5]=[CH:4][N:3]=2)[CH2:18][CH2:17]1)[C:10]1[CH:11]=[CH:12][CH:13]=[CH:14][CH:15]=1.